From a dataset of Catalyst prediction with 721,799 reactions and 888 catalyst types from USPTO. Predict which catalyst facilitates the given reaction. (1) Reactant: [CH2:1]([O:8][N:9]1[C:15](=[O:16])[N:14]2[CH2:17][C@H:10]1[CH2:11][CH2:12][C@H:13]2[C:18]([OH:20])=O)[C:2]1[CH:7]=[CH:6][CH:5]=[CH:4][CH:3]=1.Cl.C(N=C=NCCCN(C)C)C.ON1C2C=CC=CC=2N=N1.[NH2:43][O:44][CH2:45][CH2:46][NH:47][C:48](=[O:54])[O:49][C:50]([CH3:53])([CH3:52])[CH3:51]. Product: [C:50]([O:49][C:48](=[O:54])[NH:47][CH2:46][CH2:45][O:44][NH:43][C:18]([C@@H:13]1[CH2:12][CH2:11][C@@H:10]2[CH2:17][N:14]1[C:15](=[O:16])[N:9]2[O:8][CH2:1][C:2]1[CH:3]=[CH:4][CH:5]=[CH:6][CH:7]=1)=[O:20])([CH3:53])([CH3:51])[CH3:52]. The catalyst class is: 347. (2) Reactant: [Cl:1][C:2]1[C:18]([CH3:19])=[C:17]([C:20]2[C:28]3[C:27]([Cl:29])=[N:26][CH:25]=[N:24][C:23]=3[S:22][CH:21]=2)[CH:16]=[CH:15][C:3]=1[O:4][Si:5]([CH:12]([CH3:14])[CH3:13])([CH:9]([CH3:11])[CH3:10])[CH:6]([CH3:8])[CH3:7].C([N-]C(C)C)(C)C.[Li+].[C:38](OC(=O)C)(=[O:40])[CH3:39].[NH4+].[Cl-]. Product: [Cl:29][C:27]1[C:28]2[C:20]([C:17]3[CH:16]=[CH:15][C:3]([O:4][Si:5]([CH:6]([CH3:7])[CH3:8])([CH:12]([CH3:13])[CH3:14])[CH:9]([CH3:10])[CH3:11])=[C:2]([Cl:1])[C:18]=3[CH3:19])=[C:21]([C:38](=[O:40])[CH3:39])[S:22][C:23]=2[N:24]=[CH:25][N:26]=1. The catalyst class is: 1. (3) Reactant: [O:1]=[C:2]([C:10]1[CH:19]=[CH:18][C:13]2[NH:14][C:15](=[O:17])[NH:16][C:12]=2[CH:11]=1)[CH2:3][S:4][CH2:5][C:6]([O:8]C)=[O:7].[OH-].[Na+]. Product: [O:1]=[C:2]([C:10]1[CH:19]=[CH:18][C:13]2[NH:14][C:15](=[O:17])[NH:16][C:12]=2[CH:11]=1)[CH2:3][S:4][CH2:5][C:6]([OH:8])=[O:7]. The catalyst class is: 5. (4) Product: [CH3:19][O:18][CH2:17][CH2:16][O:15][C:12]1[CH:13]=[CH:14][C:9]([NH:8][C:6]2[C:5]([N+:20]([O-:22])=[O:21])=[CH:4][N:3]=[C:2]([NH:35][C:33]3[CH:32]=[N:31][N:30]([CH:27]4[CH2:28][CH2:29][N:24]([CH3:23])[CH2:25][CH2:26]4)[CH:34]=3)[N:7]=2)=[CH:10][CH:11]=1. The catalyst class is: 12. Reactant: Cl[C:2]1[N:7]=[C:6]([NH:8][C:9]2[CH:14]=[CH:13][C:12]([O:15][CH2:16][CH2:17][O:18][CH3:19])=[CH:11][CH:10]=2)[C:5]([N+:20]([O-:22])=[O:21])=[CH:4][N:3]=1.[CH3:23][N:24]1[CH2:29][CH2:28][CH:27]([N:30]2[CH:34]=[C:33]([NH2:35])[CH:32]=[N:31]2)[CH2:26][CH2:25]1.CCN(C(C)C)C(C)C. (5) Reactant: [C:1]1([N:7]2[C:12](=[O:13])[C:11]3[S:14][CH:15]=[C:16]([C:17]4[CH:22]=[CH:21][CH:20]=[CH:19][CH:18]=4)[C:10]=3[N:9]=[CH:8]2)[CH:6]=[CH:5][CH:4]=[CH:3][CH:2]=1.N[C:24]1[C:28](C2C=CC=CC=2)=CS[C:25]=1[C:35](OC)=O.C(OCC)(OCC)OCC.[C@H]1(N)C2C(=CC=CC=2)CCC1. Product: [C:17]1([C:16]2[C:10]3[N:9]=[CH:8][N:7]([C@H:1]4[C:6]5[C:5](=[CH:28][CH:24]=[CH:25][CH:35]=5)[CH2:4][CH2:3][CH2:2]4)[C:12](=[O:13])[C:11]=3[S:14][CH:15]=2)[CH:18]=[CH:19][CH:20]=[CH:21][CH:22]=1. The catalyst class is: 15. (6) Reactant: C[Si](N[Si](C)(C)C)(C)C.[Li][CH2:11][CH2:12][CH2:13]C.[O:15]=[C:16]1[N:20]([C:21]([O:23][C:24]([CH3:27])([CH3:26])[CH3:25])=[O:22])[C@H:19]([C:28]([O:30][CH2:31][CH3:32])=[O:29])[CH2:18][CH2:17]1.C[Si](C)(C)[N-][Si](C)(C)C.[Li+].BrCC=C. Product: [CH2:13]([C@H:17]1[C:16](=[O:15])[N:20]([C:21]([O:23][C:24]([CH3:27])([CH3:26])[CH3:25])=[O:22])[C@H:19]([C:28]([O:30][CH2:31][CH3:32])=[O:29])[CH2:18]1)[CH:12]=[CH2:11]. The catalyst class is: 134. (7) Reactant: [F:1][C:2]1[CH:7]=[C:6]([I:8])[CH:5]=[CH:4][C:3]=1[NH:9][C:10]1[N:15]([CH3:16])[C:14](=[O:17])[C:13]2[CH:18]=[C:19]([CH3:21])[O:20][C:12]=2[C:11]=1[C:22](O)=[O:23].CC1(C)[O:30][C@@H:29]([CH2:31][O:32][NH2:33])[CH2:28][O:27]1.Cl. Product: [OH:30][C@H:29]([CH2:28][OH:27])[CH2:31][O:32][NH:33][C:22]([C:11]1[C:12]2[O:20][C:19]([CH3:21])=[CH:18][C:13]=2[C:14](=[O:17])[N:15]([CH3:16])[C:10]=1[NH:9][C:3]1[CH:4]=[CH:5][C:6]([I:8])=[CH:7][C:2]=1[F:1])=[O:23]. The catalyst class is: 5. (8) Reactant: [CH2:1]1[C:5]2([CH2:10][C:9](=[O:11])[CH2:8][C:7](=[O:12])[CH2:6]2)[CH2:4][CH2:3][CH2:2]1. Product: [CH2:4]([O:12][C:7]1[CH2:6][C:5]2([CH2:1][CH2:2][CH2:3][CH2:4]2)[CH2:10][C:9](=[O:11])[CH:8]=1)[CH:5]([CH3:6])[CH3:1]. The catalyst class is: 619.